The task is: Predict which catalyst facilitates the given reaction.. This data is from Catalyst prediction with 721,799 reactions and 888 catalyst types from USPTO. (1) Reactant: [NH2:1][C:2]1[S:3][C:4]([C:7]#[N:8])=[CH:5][N:6]=1.CN(C)C1C=CC=CC=1.Cl[C:19](=[O:26])[CH2:20][CH2:21][C:22]([O:24][CH3:25])=[O:23].C(OCC)(=O)C. Product: [C:7]([C:4]1[S:3][C:2]([NH:1][C:19](=[O:26])[CH2:20][CH2:21][C:22]([O:24][CH3:25])=[O:23])=[N:6][CH:5]=1)#[N:8]. The catalyst class is: 30. (2) Reactant: [NH2:1][C:2]1[N:7]=[C:6](Cl)[N:5]=[C:4]([C:9]([F:12])([CH3:11])[CH3:10])[N:3]=1.C(=O)([O-])[O-].[K+].[K+].[C:19]1([O:25][CH2:26][C@H:27]([NH2:32])[CH:28]2[CH2:31][CH2:30][CH2:29]2)[CH:24]=[CH:23][CH:22]=[CH:21][CH:20]=1. The catalyst class is: 115. Product: [NH2:1][C:2]1[N:3]=[C:4]([C:9]([F:12])([CH3:11])[CH3:10])[N:5]=[C:6]([NH:32][C@H:27]([CH:28]2[CH2:31][CH2:30][CH2:29]2)[CH2:26][O:25][C:19]2[CH:20]=[CH:21][CH:22]=[CH:23][CH:24]=2)[N:7]=1. (3) Reactant: [Br:1][C:2]1[S:6][C:5]([C:7](=O)[CH2:8][C:9](=O)[C:10]([F:13])([F:12])[F:11])=[CH:4][CH:3]=1.[C:16]([CH2:18][C:19]([NH:21][CH2:22][C:23]1[CH:28]=[CH:27][C:26]([CH3:29])=[CH:25][C:24]=1[CH3:30])=[O:20])#[N:17].C1CCN2C(=NCCC2)CC1. Product: [Br:1][C:2]1[S:6][C:5]([C:7]2[N:21]([CH2:22][C:23]3[CH:28]=[CH:27][C:26]([CH3:29])=[CH:25][C:24]=3[CH3:30])[C:19](=[O:20])[C:18]([C:16]#[N:17])=[C:9]([C:10]([F:13])([F:12])[F:11])[CH:8]=2)=[CH:4][CH:3]=1. The catalyst class is: 48. (4) Reactant: [Cl:1][C:2]1[CH:7]=[CH:6][C:5]([S:8]([NH:11][C@H:12]2[CH2:17][CH2:16][C@H:15]([C:18]([N:20]3[CH2:25][CH2:24][N:23](C(OC(C)(C)C)=O)[CH2:22][C@@H:21]3[C:33]3[CH:38]=[CH:37][CH:36]=[CH:35][CH:34]=3)=[O:19])[CH2:14][CH2:13]2)(=[O:10])=[O:9])=[CH:4][C:3]=1[NH:39][CH2:40][CH3:41].C(O)(C(F)(F)F)=O.C(Cl)Cl.C(Cl)Cl.[OH-].[Na+]. Product: [Cl:1][C:2]1[CH:7]=[CH:6][C:5]([S:8]([NH:11][C@H:12]2[CH2:17][CH2:16][C@H:15]([C:18]([N:20]3[CH2:25][CH2:24][NH:23][CH2:22][C@@H:21]3[C:33]3[CH:34]=[CH:35][CH:36]=[CH:37][CH:38]=3)=[O:19])[CH2:14][CH2:13]2)(=[O:9])=[O:10])=[CH:4][C:3]=1[NH:39][CH2:40][CH3:41]. The catalyst class is: 6. (5) Product: [CH2:1]([S:8][C:9]1[CH:14]=[C:13]2[C:12](=[CH:11][CH:10]=1)[N:22]([C:23]1[C:28]([O:29][CH3:30])=[CH:27][C:26]([C:31]3[CH:36]=[CH:35][CH:34]=[C:33]([Cl:37])[CH:32]=3)=[CH:25][C:24]=1[F:38])[C:17](=[O:18])[CH:16]=[CH:15]2)[C:2]1[CH:7]=[CH:6][CH:5]=[CH:4][CH:3]=1. Reactant: [CH2:1]([S:8][C:9]1[CH:10]=[CH:11][C:12]([NH:22][C:23]2[C:28]([O:29][CH3:30])=[CH:27][C:26]([C:31]3[CH:36]=[CH:35][CH:34]=[C:33]([Cl:37])[CH:32]=3)=[CH:25][C:24]=2[F:38])=[C:13](/[CH:15]=[CH:16]/[C:17](OCC)=[O:18])[CH:14]=1)[C:2]1[CH:7]=[CH:6][CH:5]=[CH:4][CH:3]=1.C[O-].[Na+]. The catalyst class is: 5. (6) Reactant: [CH:1]1([NH:4][C:5](=[O:23])[C:6]2[CH:11]=[CH:10][C:9]([CH3:12])=[C:8]([NH:13][C:14](=[O:22])[C:15]3[CH:20]=[CH:19][C:18]([OH:21])=[CH:17][CH:16]=3)[CH:7]=2)[CH2:3][CH2:2]1.[O:24]1[CH2:28][CH2:27][O:26][CH:25]1[CH2:29][O:30][C:31]1[CH:32]=[CH:33][C:34]([CH2:37]O)=[N:35][CH:36]=1.C1(P(C2C=CC=CC=2)C2C=CC=CC=2)C=CC=CC=1.N(C(OC(C)(C)C)=O)=NC(OC(C)(C)C)=O. Product: [CH:1]1([NH:4][C:5](=[O:23])[C:6]2[CH:11]=[CH:10][C:9]([CH3:12])=[C:8]([NH:13][C:14](=[O:22])[C:15]3[CH:16]=[CH:17][C:18]([O:21][CH2:37][C:34]4[CH:33]=[CH:32][C:31]([O:30][CH2:29][CH:25]5[O:26][CH2:27][CH2:28][O:24]5)=[CH:36][N:35]=4)=[CH:19][CH:20]=3)[CH:7]=2)[CH2:2][CH2:3]1. The catalyst class is: 1. (7) Reactant: [Cl:1][CH2:2][C:3]1[CH:11]=[CH:10][C:6]([C:7](O)=[O:8])=[CH:5][CH:4]=1.B.C1COCC1. Product: [Cl:1][CH2:2][C:3]1[CH:11]=[CH:10][C:6]([CH2:7][OH:8])=[CH:5][CH:4]=1. The catalyst class is: 1.